From a dataset of Forward reaction prediction with 1.9M reactions from USPTO patents (1976-2016). Predict the product of the given reaction. (1) The product is: [CH3:22][O:21][C:12]1[CH:11]=[CH:10][C:9]2[C:8]3[C:17](=[C:18]4[C:5](=[CH:6][CH:7]=3)[CH:4]=[C:3]([O:2][CH3:1])[CH:20]=[CH:19]4)[CH:16]=[CH:15][C:14]=2[CH:13]=1. Given the reactants [CH3:1][O:2][C:3]1[CH:20]=[CH:19][C:18]2[C:17]3[CH2:16][CH2:15][C:14]4[C:9](=[CH:10][CH:11]=[C:12]([O:21][CH3:22])[CH:13]=4)[C:8]=3[CH2:7][CH2:6][C:5]=2[CH:4]=1, predict the reaction product. (2) Given the reactants [CH3:1][N:2]1[CH:7]=[CH:6][C:5]2[O:8][CH:9]=[N:10][C:4]=2[C:3]1=[O:11].C1C(=O)N([Br:19])C(=O)C1.CC(=O)OCC, predict the reaction product. The product is: [Br:19][C:6]1[C:5]2[O:8][CH:9]=[N:10][C:4]=2[C:3](=[O:11])[N:2]([CH3:1])[CH:7]=1. (3) Given the reactants [CH2:1]([O:8][N:9]1[C:15](=[O:16])[N:14]2[CH2:17][C@H:10]1[CH2:11][CH2:12][C@H:13]2[C:18]([OH:20])=O)[C:2]1[CH:7]=[CH:6][CH:5]=[CH:4][CH:3]=1.C([N:23](CC)CC)C.ClC(OCC(C)C)=O.N, predict the reaction product. The product is: [CH2:1]([O:8][N:9]1[C:15](=[O:16])[N:14]2[CH2:17][C@H:10]1[CH2:11][CH2:12][C@H:13]2[C:18]([NH2:23])=[O:20])[C:2]1[CH:3]=[CH:4][CH:5]=[CH:6][CH:7]=1. (4) Given the reactants [C:1]([OH:20])(=[O:19])[CH2:2][CH2:3][CH2:4][CH2:5][CH2:6][CH2:7][CH2:8][CH2:9][CH2:10][CH2:11][CH2:12][CH2:13][CH2:14][CH2:15][CH2:16][CH2:17][CH3:18].[NH3:21].C(=O)=O.N.C(=O)=O.[Zn:29], predict the reaction product. The product is: [C:1]([O-:20])(=[O:19])[CH2:2][CH2:3][CH2:4][CH2:5][CH2:6][CH2:7][CH2:8][CH2:9][CH2:10][CH2:11][CH2:12][CH2:13][CH2:14][CH2:15][CH2:16][CH2:17][CH3:18].[NH4+:21].[C:1]([O-:20])(=[O:19])[CH2:2][CH2:3][CH2:4][CH2:5][CH2:6][CH2:7][CH2:8][CH2:9][CH2:10][CH2:11][CH2:12][CH2:13][CH2:14][CH2:15][CH2:16][CH2:17][CH3:18].[Zn+2:29].[C:1]([O-:20])(=[O:19])[CH2:2][CH2:3][CH2:4][CH2:5][CH2:6][CH2:7][CH2:8][CH2:9][CH2:10][CH2:11][CH2:12][CH2:13][CH2:14][CH2:15][CH2:16][CH2:17][CH3:18]. (5) Given the reactants [C:1]([C:5]1[CH:10]=[CH:9][C:8]([C:11]2[CH:16]=[CH:15][C:14](/[C:17](/[CH3:21])=[CH:18]/[CH2:19][OH:20])=[CH:13][CH:12]=2)=[CH:7][CH:6]=1)([CH3:4])([CH3:3])[CH3:2].[CH2:22]([O:24][C@@H:25]([CH2:31][C:32]1[CH:37]=[CH:36][C:35](O)=[CH:34][CH:33]=1)[C:26]([O:28][CH2:29][CH3:30])=[O:27])[CH3:23], predict the reaction product. The product is: [C:1]([C:5]1[CH:10]=[CH:9][C:8]([C:11]2[CH:12]=[CH:13][C:14](/[C:17](/[CH3:21])=[CH:18]/[CH2:19][O:20][C:35]3[CH:34]=[CH:33][C:32]([CH2:31][C@H:25]([O:24][CH2:22][CH3:23])[C:26]([O:28][CH2:29][CH3:30])=[O:27])=[CH:37][CH:36]=3)=[CH:15][CH:16]=2)=[CH:7][CH:6]=1)([CH3:4])([CH3:2])[CH3:3]. (6) Given the reactants [H-].[Na+].[F:3][C:4]([F:20])([F:19])[C:5]1[CH:6]=[C:7]([NH:11][C:12]2[CH2:17][CH2:16][CH2:15][C:14](=[O:18])[CH:13]=2)[CH:8]=[CH:9][CH:10]=1.CC1CCCO1.[C:27]([O:31][C:32](=[O:54])[NH:33][CH:34](S(C1C=CC=CC=1)(=O)=O)[C:35]1[CH:40]=[CH:39][C:38]([C:41]#[N:42])=[CH:37][C:36]=1[S:43][CH3:44])([CH3:30])([CH3:29])[CH3:28], predict the reaction product. The product is: [C:27]([O:31][C:32](=[O:54])[NH:33][CH:34]([C:35]1[CH:40]=[CH:39][C:38]([C:41]#[N:42])=[CH:37][C:36]=1[S:43][CH3:44])[C:13]1[C:14](=[O:18])[CH2:15][CH2:16][CH2:17][C:12]=1[NH:11][C:7]1[CH:8]=[CH:9][CH:10]=[C:5]([C:4]([F:19])([F:20])[F:3])[CH:6]=1)([CH3:30])([CH3:29])[CH3:28]. (7) Given the reactants [O-:1][CH2:2][CH3:3].[Na+].F[C:6]1[CH:11]=[CH:10][C:9]([S:12]([NH2:15])(=[O:14])=[O:13])=[CH:8][C:7]=1[N+:16]([O-:18])=[O:17].C(OC1C=CC(S(N)(=O)=O)=CC=1N=C=S)(C)C, predict the reaction product. The product is: [CH2:2]([O:1][C:6]1[CH:11]=[CH:10][C:9]([S:12]([NH2:15])(=[O:14])=[O:13])=[CH:8][C:7]=1[N+:16]([O-:18])=[O:17])[CH3:3]. (8) Given the reactants [NH:1]1[C:9]2[C:4](=[N:5][CH:6]=[CH:7][CH:8]=2)[CH:3]=[CH:2]1.N1C2=NC=[CH:17][CH:18]=[C:13]2[CH:12]=[CH:11]1, predict the reaction product. The product is: [CH2:11]([N:1]1[C:9]2[C:4](=[N:5][CH:6]=[CH:7][CH:8]=2)[CH:3]=[CH:2]1)[CH2:12][CH2:13][CH2:18][CH3:17]. (9) Given the reactants [CH3:1][O:2][C:3]1[CH:4]=[CH:5][C:6]([NH:11][C:12]2[C:13]3[N:14]([CH:32]=[CH:33][N:34]=3)[N:15]=[C:16]([N:18]3[CH2:23][CH2:22][CH2:21][CH:20]([NH:24]C(=O)OC(C)(C)C)[CH2:19]3)[CH:17]=2)=[N:7][C:8]=1[O:9][CH3:10].[C:35]([OH:41])([C:37]([F:40])([F:39])[F:38])=[O:36], predict the reaction product. The product is: [F:38][C:37]([F:40])([F:39])[C:35]([OH:41])=[O:36].[NH2:24][CH:20]1[CH2:21][CH2:22][CH2:23][N:18]([C:16]2[CH:17]=[C:12]([NH:11][C:6]3[CH:5]=[CH:4][C:3]([O:2][CH3:1])=[C:8]([O:9][CH3:10])[N:7]=3)[C:13]3[N:14]([CH:32]=[CH:33][N:34]=3)[N:15]=2)[CH2:19]1. (10) Given the reactants [C:1]1([NH:7][C:8]2[CH:17]=[C:16]([C:18]([O:20][CH3:21])=[O:19])[CH:15]=[CH:14][C:9]=2[C:10]([O:12][CH3:13])=[O:11])[CH:6]=[CH:5][CH:4]=[CH:3][CH:2]=1.C(=O)([O-])[O-].[K+].[K+].Cl[C:29]1[CH:34]=[CH:33][CH:32]=[CH:31][C:30]=1Cl, predict the reaction product. The product is: [C:29]1([N:7]([C:8]2[CH:9]=[CH:14][CH:15]=[CH:16][CH:17]=2)[C:1]2[CH:6]=[CH:5][C:4]([C:17]3[C:8]([NH:7][C:1]4[CH:2]=[CH:3][CH:4]=[CH:5][CH:6]=4)=[C:9]([C:10]([O:12][CH3:13])=[O:11])[CH:14]=[CH:15][C:16]=3[C:18]([O:20][CH3:21])=[O:19])=[CH:3][CH:2]=2)[CH:34]=[CH:33][CH:32]=[CH:31][CH:30]=1.